This data is from Reaction yield outcomes from USPTO patents with 853,638 reactions. The task is: Predict the reaction yield, written as a fraction of the theoretical maximum amount of product (1.0 means a 100% yield; for example, 0.34 means a 34% yield). (1) The product is [Cl:1][C:2]1[CH:3]=[C:4]([C@@H:8]([OH:12])[C:9]([O:11][CH3:13])=[O:10])[CH:5]=[CH:6][CH:7]=1. The yield is 0.930. The catalyst is CO.S(=O)(=O)(O)O. The reactants are [Cl:1][C:2]1[CH:3]=[C:4]([C@@H:8]([OH:12])[C:9]([OH:11])=[O:10])[CH:5]=[CH:6][CH:7]=1.[C:13](OCC)(=O)C. (2) The reactants are [N:1]1[CH:6]=[CH:5][C:4]([C:7]2[N:8]=[C:9]3[CH2:15][CH2:14][CH2:13][CH2:12][CH2:11][N:10]3[C:16](=[O:18])[CH:17]=2)=[N:3][CH:2]=1.C[Si]([N-][Si](C)(C)C)(C)C.[Li+].[Cl:29][C:30]1[CH:35]=[CH:34][C:33]([O:36][CH3:37])=[C:32]([N:38]=[C:39]=[S:40])[CH:31]=1. The catalyst is O1CCCC1.[Cl-].[NH4+].ClCCl. The product is [Cl:29][C:30]1[CH:35]=[CH:34][C:33]([O:36][CH3:37])=[C:32]([NH:38][C:39]([CH:15]2[CH2:14][CH2:13][CH2:12][CH2:11][N:10]3[C:16](=[O:18])[CH:17]=[C:7]([C:4]4[CH:5]=[CH:6][N:1]=[CH:2][N:3]=4)[N:8]=[C:9]23)=[S:40])[CH:31]=1. The yield is 0.310. (3) The reactants are [C:1]([O:5][C:6]([NH:8][CH2:9][CH2:10][CH2:11][C:12]1[CH:13]=[C:14]([NH:19]/[C:20](/[NH:32]C(=O)OCC2C=CC=CC=2)=[N:21]/C(=O)OCC2C=CC=CC=2)[C:15]([CH3:18])=[N:16][CH:17]=1)=[O:7])([CH3:4])([CH3:3])[CH3:2]. The catalyst is CO.[OH-].[OH-].[Pd+2]. The product is [NH2:32][C:20]([NH:19][C:14]1[CH:13]=[C:12]([CH2:11][CH2:10][CH2:9][NH:8][C:6](=[O:7])[O:5][C:1]([CH3:3])([CH3:2])[CH3:4])[CH:17]=[N:16][C:15]=1[CH3:18])=[NH:21]. The yield is 0.990. (4) The reactants are Cl.[NH2:2][CH2:3][C:4]([NH:7][C:8]([C:10]1[CH:11]=[N:12][N:13]2[CH:18]=[CH:17][C:16]([N:19]3[CH2:23][CH2:22][CH2:21][C@@H:20]3[C:24]3[CH:29]=[C:28]([F:30])[CH:27]=[CH:26][C:25]=3[F:31])=[N:15][C:14]=12)=[O:9])([CH3:6])[CH3:5].C(N(CC)CC)C.[CH3:39][S:40](Cl)(=[O:42])=[O:41]. The catalyst is C(Cl)Cl.CCOC(C)=O. The product is [F:31][C:25]1[CH:26]=[CH:27][C:28]([F:30])=[CH:29][C:24]=1[C@H:20]1[CH2:21][CH2:22][CH2:23][N:19]1[C:16]1[CH:17]=[CH:18][N:13]2[N:12]=[CH:11][C:10]([C:8]([NH:7][C:4]([CH3:6])([CH3:5])[CH2:3][NH:2][S:40]([CH3:39])(=[O:42])=[O:41])=[O:9])=[C:14]2[N:15]=1. The yield is 0.300. (5) The reactants are [Br:1][C:2]1[CH:3]=[C:4]([CH:8]=[C:9]([Br:20])[C:10]=1[O:11][CH2:12][C:13]1[CH:18]=[CH:17][CH:16]=[C:15]([Br:19])[CH:14]=1)[C:5]([OH:7])=O.[N+:21]([C:24]1[CH:25]=[C:26]([S:30]([NH2:33])(=[O:32])=[O:31])[CH:27]=[CH:28][CH:29]=1)([O-:23])=[O:22]. No catalyst specified. The product is [Br:20][C:9]1[CH:8]=[C:4]([CH:3]=[C:2]([Br:1])[C:10]=1[O:11][CH2:12][C:13]1[CH:18]=[CH:17][CH:16]=[C:15]([Br:19])[CH:14]=1)[C:5]([NH:33][S:30]([C:26]1[CH:27]=[CH:28][CH:29]=[C:24]([N+:21]([O-:23])=[O:22])[CH:25]=1)(=[O:32])=[O:31])=[O:7]. The yield is 0.540. (6) The reactants are CN.C[CH2:4][N:5](C(C)C)C(C)C.CN(C(ON1N=NC2C=CC=NC1=2)=[N+](C)C)C.F[P-](F)(F)(F)(F)F.[CH2:36]([O:43][C:44]1[CH:45]=[C:46]2[C:52]([C:53]([OH:55])=O)=[C:51]([C:56]3[CH:61]=[CH:60][C:59]([F:62])=[CH:58][CH:57]=3)[O:50][C:47]2=[CH:48][N:49]=1)[C:37]1[CH:42]=[CH:41][CH:40]=[CH:39][CH:38]=1. The catalyst is CN(C=O)C. The product is [CH2:36]([O:43][C:44]1[CH:45]=[C:46]2[C:52]([C:53]([NH:5][CH3:4])=[O:55])=[C:51]([C:56]3[CH:57]=[CH:58][C:59]([F:62])=[CH:60][CH:61]=3)[O:50][C:47]2=[CH:48][N:49]=1)[C:37]1[CH:42]=[CH:41][CH:40]=[CH:39][CH:38]=1. The yield is 0.390.